This data is from Catalyst prediction with 721,799 reactions and 888 catalyst types from USPTO. The task is: Predict which catalyst facilitates the given reaction. Reactant: [CH2:1]([O:8][C:9]1[CH:14]=[CH:13][C:12]([Br:15])=[CH:11][C:10]=1[O:16][CH3:17])[C:2]1[CH:7]=[CH:6][CH:5]=[CH:4][CH:3]=1.[N+:18]([O-])([OH:20])=[O:19]. Product: [CH2:1]([O:8][C:9]1[CH:14]=[C:13]([N+:18]([O-:20])=[O:19])[C:12]([Br:15])=[CH:11][C:10]=1[O:16][CH3:17])[C:2]1[CH:3]=[CH:4][CH:5]=[CH:6][CH:7]=1. The catalyst class is: 15.